This data is from Forward reaction prediction with 1.9M reactions from USPTO patents (1976-2016). The task is: Predict the product of the given reaction. The product is: [CH3:1][O:2][C:3]1[CH:8]=[CH:7][C:6]([C:9]([F:10])([F:11])[F:12])=[CH:5][C:4]=1[CH:13]1[CH2:18][CH2:17][N:16]([C:19]([O:21][C:22]([CH3:25])([CH3:24])[CH3:23])=[O:20])[CH2:15][CH2:14]1. Given the reactants [CH3:1][O:2][C:3]1[CH:8]=[CH:7][C:6]([C:9]([F:12])([F:11])[F:10])=[CH:5][C:4]=1[C:13]1[CH2:14][CH2:15][N:16]([C:19]([O:21][C:22]([CH3:25])([CH3:24])[CH3:23])=[O:20])[CH2:17][CH:18]=1, predict the reaction product.